Dataset: Forward reaction prediction with 1.9M reactions from USPTO patents (1976-2016). Task: Predict the product of the given reaction. (1) Given the reactants [O:1]1[CH2:6][CH2:5][N:4]([CH2:7][CH2:8][O:9][NH2:10])[CH2:3][CH2:2]1.[NH2:11][C:12]1[N:13]=[C:14]([CH3:31])[C:15]2[C:21](=S)[NH:20][C@@H:19]([C:23]3[CH:28]=[CH:27][C:26]([F:29])=[CH:25][C:24]=3[Br:30])[CH2:18][C:16]=2[N:17]=1, predict the reaction product. The product is: [O:1]1[CH2:6][CH2:5][N:4]([CH2:7][CH2:8][O:9]/[N:10]=[C:21]2\[NH:20][C@@H:19]([C:23]3[CH:28]=[CH:27][C:26]([F:29])=[CH:25][C:24]=3[Br:30])[CH2:18][C:16]3[N:17]=[C:12]([NH2:11])[N:13]=[C:14]([CH3:31])[C:15]\2=3)[CH2:3][CH2:2]1. (2) The product is: [CH3:15][C:13]([C:16]1[N:21]=[C:20]([C:22]2[N:26]([C:37]([N:32]3[CH2:36][CH2:35][CH2:34][CH2:33]3)=[O:38])[C:25](=[O:27])[O:24][N:23]=2)[CH:19]=[C:18]([C:28]([F:30])([F:31])[F:29])[N:17]=1)([CH3:12])[CH3:14]. Given the reactants N12CCCN=C1CCCCC2.[CH3:12][C:13]([C:16]1[N:21]=[C:20]([C:22]2[NH:23][O:24][C:25](=[O:27])[N:26]=2)[CH:19]=[C:18]([C:28]([F:31])([F:30])[F:29])[N:17]=1)([CH3:15])[CH3:14].[N:32]1([C:37](Cl)=[O:38])[CH2:36][CH2:35][CH2:34][CH2:33]1, predict the reaction product. (3) Given the reactants F[C@@H:2]1[CH2:6][N:5]([C:7](OC(C)(C)C)=O)[C@H:4]([C:14](=[O:24])[NH:15][C@@H:16]2[C@@H:23]3[C@@H:19]([CH2:20][NH:21][CH2:22]3)[CH2:18][CH2:17]2)[CH2:3]1.Br[C:26]1[N:31]=[C:30]([C:32]([F:35])([F:34])[F:33])[CH:29]=[CH:28][N:27]=1.Br[C:37]1C=C(C(F)(F)F)C=CN=1, predict the reaction product. The product is: [CH3:7][NH:5][C@H:4]([C:14]([NH:15][C@@H:16]1[C@@H:23]2[C@@H:19]([CH2:20][N:21]([C:26]3[N:31]=[C:30]([C:32]([F:35])([F:34])[F:33])[CH:29]=[CH:28][N:27]=3)[CH2:22]2)[CH2:18][CH2:17]1)=[O:24])[CH2:3][CH:2]([CH3:6])[CH3:37].